From a dataset of Catalyst prediction with 721,799 reactions and 888 catalyst types from USPTO. Predict which catalyst facilitates the given reaction. (1) Reactant: [NH2:1][C:2]1[CH:7]=[C:6]([CH3:8])[C:5]([C:9]([F:12])([F:11])[F:10])=[CH:4][C:3]=1[NH:13][CH2:14][CH2:15][CH2:16][CH2:17][CH2:18][CH2:19][C:20]([O:22][CH2:23][CH3:24])=[O:21].O.[NH:26]1[C:34](=[O:35])[C:32](=O)[C:30](=O)[NH:29][C:27]1=[O:28].B(O)(O)O. The catalyst class is: 15. Product: [CH3:8][C:6]1[C:5]([C:9]([F:11])([F:12])[F:10])=[CH:4][C:3]2[N:13]([CH2:14][CH2:15][CH2:16][CH2:17][CH2:18][CH2:19][C:20]([O:22][CH2:23][CH3:24])=[O:21])[C:30]3[C:32]([C:34](=[O:35])[NH:26][C:27](=[O:28])[N:29]=3)=[N:1][C:2]=2[CH:7]=1. (2) Reactant: [C:1]([CH2:3][CH2:4][N:5]1[CH:9]=[CH:8][N:7]=[C:6]1[CH3:10])#N.BrCCC[CH2:15][CH2:16][CH2:17][C:18]#[N:19]. The catalyst class is: 10. Product: [CH3:10][C:6]1[N:5]([CH2:4][CH2:3][CH2:1][CH2:15][CH2:16][CH2:17][C:18]#[N:19])[CH:9]=[CH:8][N:7]=1. (3) Reactant: [NH2:1][C:2]1[CH:3]=[CH:4][C:5]2[S:9][C:8]([CH3:10])=[N:7][C:6]=2[CH:11]=1.[Br:12]Br.[NH4+].[OH-]. Product: [Br:12][C:11]1[C:6]2[N:7]=[C:8]([CH3:10])[S:9][C:5]=2[CH:4]=[CH:3][C:2]=1[NH2:1]. The catalyst class is: 22.